This data is from Full USPTO retrosynthesis dataset with 1.9M reactions from patents (1976-2016). The task is: Predict the reactants needed to synthesize the given product. (1) Given the product [F:1][C:2]1[CH:10]=[CH:9][C:5]([C:6]([NH:11][C:12]2[CH:25]=[CH:24][CH:23]=[CH:22][C:13]=2[C:14]([C:16]2[CH:21]=[CH:20][N:19]=[CH:18][CH:17]=2)=[O:15])=[O:7])=[CH:4][CH:3]=1, predict the reactants needed to synthesize it. The reactants are: [F:1][C:2]1[CH:10]=[CH:9][C:5]([C:6](Cl)=[O:7])=[CH:4][CH:3]=1.[NH2:11][C:12]1[CH:25]=[CH:24][CH:23]=[CH:22][C:13]=1[C:14]([C:16]1[CH:21]=[CH:20][N:19]=[CH:18][CH:17]=1)=[O:15].C(N(CC)CC)C.C(Cl)(Cl)Cl. (2) Given the product [N:26]([CH2:6][CH2:7][O:8][C:9]1[CH:14]=[CH:13][C:12]([Br:15])=[CH:11][C:10]=1[C:16]([F:19])([F:18])[F:17])=[N+:27]=[N-:28], predict the reactants needed to synthesize it. The reactants are: CS(O[CH2:6][CH2:7][O:8][C:9]1[CH:14]=[CH:13][C:12]([Br:15])=[CH:11][C:10]=1[C:16]([F:19])([F:18])[F:17])(=O)=O.C(=O)([O-])[O-].[K+].[K+].[N-:26]=[N+:27]=[N-:28].[Na+].O. (3) Given the product [Br:8][C:15]1[C:13]([OH:14])=[C:12]([CH:18]=[C:17]([Cl:19])[CH:16]=1)[C:11]([O:10][CH3:9])=[O:20], predict the reactants needed to synthesize it. The reactants are: C1C(=O)N([Br:8])C(=O)C1.[CH3:9][O:10][C:11](=[O:20])[C:12]1[C:13](=[CH:15][CH:16]=[C:17]([Cl:19])[CH:18]=1)[OH:14]. (4) The reactants are: [Br:1][C:2]1[CH:21]=[CH:20][C:5]2[NH:6][C:7]([C:9]3[CH:14]=[CH:13][C:12]([C:15]4[O:19][CH:18]=[N:17][CH:16]=4)=[CH:11][CH:10]=3)=[N:8][C:4]=2[CH:3]=1.C(=O)([O-])[O-].[K+].[K+].[C:28](O[C:28]([O:30][C:31]([CH3:34])([CH3:33])[CH3:32])=[O:29])([O:30][C:31]([CH3:34])([CH3:33])[CH3:32])=[O:29]. Given the product [Br:1][C:2]1[CH:21]=[CH:20][C:5]2[N:6]([C:28]([O:30][C:31]([CH3:34])([CH3:33])[CH3:32])=[O:29])[C:7]([C:9]3[CH:14]=[CH:13][C:12]([C:15]4[O:19][CH:18]=[N:17][CH:16]=4)=[CH:11][CH:10]=3)=[N:8][C:4]=2[CH:3]=1, predict the reactants needed to synthesize it. (5) Given the product [NH2:20][CH2:19][C:17]1[CH:16]=[CH:15][C:13]2[N:14]=[C:10]([N:7]3[CH2:8][CH2:9][N:4]([CH:1]4[CH2:2][CH2:3]4)[CH2:5][CH2:6]3)[S:11][C:12]=2[CH:18]=1, predict the reactants needed to synthesize it. The reactants are: [CH:1]1([N:4]2[CH2:9][CH2:8][N:7]([C:10]3[S:11][C:12]4[CH:18]=[C:17]([C:19]#[N:20])[CH:16]=[CH:15][C:13]=4[N:14]=3)[CH2:6][CH2:5]2)[CH2:3][CH2:2]1.[NH4+].[OH-]. (6) Given the product [NH2:8][C:9]1[CH:10]=[C:11]([CH:23]=[CH:24][C:25]=1[Cl:26])[CH2:12][C:13]1([C:16]([O:18][C:19]([CH3:22])([CH3:21])[CH3:20])=[O:17])[CH2:14][CH2:15]1, predict the reactants needed to synthesize it. The reactants are: C([NH:8][C:9]1[CH:10]=[C:11]([CH:23]=[CH:24][C:25]=1[Cl:26])[CH2:12][C:13]1([C:16]([O:18][C:19]([CH3:22])([CH3:21])[CH3:20])=[O:17])[CH2:15][CH2:14]1)C1C=CC=CC=1. (7) Given the product [CH2:1]([O:3][C:4]([N:6]1[CH2:12][CH2:11][CH2:10][N:9]([C:13]2[N:14]([CH2:25][C:26]3[O:30][C:29]([C:31]([O:33][CH2:34][CH3:35])=[O:32])=[CH:28][CH:27]=3)[C:15]3[CH:21]=[CH:20][CH:19]=[CH:18][C:16]=3[N:17]=2)[CH2:8][CH2:7]1)=[O:5])[CH3:2], predict the reactants needed to synthesize it. The reactants are: [CH2:1]([O:3][C:4]([N:6]1[CH2:12][CH2:11][CH2:10][N:9]([C:13]2[NH:17][C:16]3[CH:18]=[CH:19][CH:20]=[CH:21][C:15]=3[N:14]=2)[CH2:8][CH2:7]1)=[O:5])[CH3:2].[H-].[Na+].Cl[CH2:25][C:26]1[O:30][C:29]([C:31]([O:33][CH2:34][CH3:35])=[O:32])=[CH:28][CH:27]=1.C(OCC)(=O)C.